This data is from NCI-60 drug combinations with 297,098 pairs across 59 cell lines. The task is: Regression. Given two drug SMILES strings and cell line genomic features, predict the synergy score measuring deviation from expected non-interaction effect. (1) Drug 1: CC1=C(C(=CC=C1)Cl)NC(=O)C2=CN=C(S2)NC3=CC(=NC(=N3)C)N4CCN(CC4)CCO. Drug 2: C1CCC(C(C1)N)N.C(=O)(C(=O)[O-])[O-].[Pt+4]. Cell line: A549. Synergy scores: CSS=22.9, Synergy_ZIP=-3.78, Synergy_Bliss=-0.568, Synergy_Loewe=-0.989, Synergy_HSA=1.58. (2) Drug 1: CCN(CC)CCNC(=O)C1=C(NC(=C1C)C=C2C3=C(C=CC(=C3)F)NC2=O)C. Drug 2: C(=O)(N)NO. Cell line: HOP-92. Synergy scores: CSS=1.35, Synergy_ZIP=0.616, Synergy_Bliss=0.860, Synergy_Loewe=4.46, Synergy_HSA=0.202. (3) Drug 1: CN(C)C1=NC(=NC(=N1)N(C)C)N(C)C. Drug 2: CCC(=C(C1=CC=CC=C1)C2=CC=C(C=C2)OCCN(C)C)C3=CC=CC=C3.C(C(=O)O)C(CC(=O)O)(C(=O)O)O. Cell line: SF-539. Synergy scores: CSS=-1.51, Synergy_ZIP=1.57, Synergy_Bliss=1.12, Synergy_Loewe=-1.05, Synergy_HSA=-1.46. (4) Cell line: HT29. Synergy scores: CSS=32.1, Synergy_ZIP=-6.41, Synergy_Bliss=-2.58, Synergy_Loewe=-30.3, Synergy_HSA=1.04. Drug 1: CCC1(CC2CC(C3=C(CCN(C2)C1)C4=CC=CC=C4N3)(C5=C(C=C6C(=C5)C78CCN9C7C(C=CC9)(C(C(C8N6C=O)(C(=O)OC)O)OC(=O)C)CC)OC)C(=O)OC)O.OS(=O)(=O)O. Drug 2: CC1=C(C(CCC1)(C)C)C=CC(=CC=CC(=CC(=O)O)C)C.